Predict the reactants needed to synthesize the given product. From a dataset of Full USPTO retrosynthesis dataset with 1.9M reactions from patents (1976-2016). (1) Given the product [CH3:1][O:2][C:3]1[CH:4]=[C:5]([CH:31]=[CH:32][C:33]=1[O:34][CH3:35])[CH2:6][CH:7]1[C:16]2[C:11](=[C:12]([O:19][CH2:37][CH2:38][CH2:39][F:40])[CH:13]=[CH:14][C:15]=2[O:17][CH3:18])[CH2:10][CH2:9][N:8]1[CH2:20][C:21]([NH:23][CH2:24][C:25]1[CH:30]=[CH:29][CH:28]=[CH:27][N:26]=1)=[O:22], predict the reactants needed to synthesize it. The reactants are: [CH3:1][O:2][C:3]1[CH:4]=[C:5]([CH:31]=[CH:32][C:33]=1[O:34][CH3:35])[CH2:6][CH:7]1[C:16]2[C:11](=[C:12]([OH:19])[CH:13]=[CH:14][C:15]=2[O:17][CH3:18])[CH2:10][CH2:9][N:8]1[CH2:20][C:21]([NH:23][CH2:24][C:25]1[CH:30]=[CH:29][CH:28]=[CH:27][N:26]=1)=[O:22].Br[CH2:37][CH2:38][CH2:39][F:40]. (2) Given the product [O:15]=[C:6]1[N:7]([CH:9]2[CH2:14][CH2:13][CH2:12][CH2:11][O:10]2)[N:8]=[C:3]([CH2:2][O:1][S:29]([C:26]2[CH:27]=[CH:28][C:23]([CH3:33])=[CH:24][CH:25]=2)(=[O:31])=[O:30])[CH:4]=[CH:5]1, predict the reactants needed to synthesize it. The reactants are: [OH:1][CH2:2][C:3]1[CH:4]=[CH:5][C:6](=[O:15])[N:7]([CH:9]2[CH2:14][CH2:13][CH2:12][CH2:11][O:10]2)[N:8]=1.C(N(CC)CC)C.[C:23]1([CH3:33])[CH:28]=[CH:27][C:26]([S:29](Cl)(=[O:31])=[O:30])=[CH:25][CH:24]=1. (3) Given the product [Cl:12][C:9]1[CH:10]=[C:11]2[C:6](=[N:7][CH:8]=1)[NH:5][C:4](=[O:13])[C:3]([C:14]#[N:15])=[C:2]2[N:26]1[CH2:27][CH2:28][N:23]([C:21]([C:17]2[O:16][CH:20]=[CH:19][CH:18]=2)=[O:22])[CH2:24][CH2:25]1, predict the reactants needed to synthesize it. The reactants are: Cl[C:2]1[C:11]2[C:6](=[N:7][CH:8]=[C:9]([Cl:12])[CH:10]=2)[NH:5][C:4](=[O:13])[C:3]=1[C:14]#[N:15].[O:16]1[CH:20]=[CH:19][CH:18]=[C:17]1[C:21]([N:23]1[CH2:28][CH2:27][NH:26][CH2:25][CH2:24]1)=[O:22].